From a dataset of Forward reaction prediction with 1.9M reactions from USPTO patents (1976-2016). Predict the product of the given reaction. (1) The product is: [CH2:24]([O:23][CH:4]([O:3][CH2:1][CH3:2])[C:5]1[O:13][C:12]2[C:11]([C:31]3[CH:32]=[CH:27][CH:28]=[C:29]([O:33][C:34]([F:35])([F:36])[F:37])[CH:30]=3)=[CH:10][N:9]=[CH:8][C:7]=2[CH:6]=1)[CH3:25]. Given the reactants [CH2:1]([O:3][CH:4]([O:23][CH2:24][CH3:25])[C:5]1[O:13][C:12]2[C:11](B3OC(C)(C)C(C)(C)O3)=[CH:10][N:9]=[CH:8][C:7]=2[CH:6]=1)[CH3:2].I[C:27]1[CH:32]=[CH:31][CH:30]=[C:29]([O:33][C:34]([F:37])([F:36])[F:35])[CH:28]=1.C(=O)([O-])[O-].[Na+].[Na+], predict the reaction product. (2) Given the reactants C([N:8]1[CH2:12][CH:11]([C:13]2[CH:18]=[CH:17][C:16]([Cl:19])=[C:15]([Cl:20])[CH:14]=2)[CH:10]([N:21]([CH2:23][C:24]2[CH:29]=[CH:28][C:27]([C:30]([F:33])([F:32])[F:31])=[C:26]([F:34])[CH:25]=2)[CH3:22])[CH2:9]1)C1C=CC=CC=1.ClC(OCC(Cl)(Cl)Cl)=O, predict the reaction product. The product is: [Cl:20][C:15]1[CH:14]=[C:13]([CH:11]2[CH2:12][NH:8][CH2:9][CH:10]2[N:21]([CH2:23][C:24]2[CH:29]=[CH:28][C:27]([C:30]([F:32])([F:33])[F:31])=[C:26]([F:34])[CH:25]=2)[CH3:22])[CH:18]=[CH:17][C:16]=1[Cl:19].